This data is from Reaction yield outcomes from USPTO patents with 853,638 reactions. The task is: Predict the reaction yield, written as a fraction of the theoretical maximum amount of product (1.0 means a 100% yield; for example, 0.34 means a 34% yield). The reactants are [CH2:1]([CH:4]([CH2:15][CH:16]=[CH2:17])[CH2:5][O:6][SiH2:7][C:8]1[CH:13]=[CH:12][C:11](I)=[CH:10][CH:9]=1)[CH:2]=[CH2:3].C([O-])([O-])=O.[K+].[K+].[CH3:24][O:25][C:26]1[CH:31]=[CH:30][C:29](B(O)O)=[CH:28][CH:27]=1. The catalyst is C1C=CC([P]([Pd]([P](C2C=CC=CC=2)(C2C=CC=CC=2)C2C=CC=CC=2)([P](C2C=CC=CC=2)(C2C=CC=CC=2)C2C=CC=CC=2)[P](C2C=CC=CC=2)(C2C=CC=CC=2)C2C=CC=CC=2)(C2C=CC=CC=2)C2C=CC=CC=2)=CC=1.C1(C)C=CC=CC=1. The product is [CH2:1]([CH:4]([CH2:15][CH:16]=[CH2:17])[CH2:5][O:6][SiH2:7][C:8]1[CH:13]=[CH:12][C:11]([C:29]2[CH:30]=[CH:31][C:26]([O:25][CH3:24])=[CH:27][CH:28]=2)=[CH:10][CH:9]=1)[CH:2]=[CH2:3]. The yield is 0.890.